Dataset: NCI-60 drug combinations with 297,098 pairs across 59 cell lines. Task: Regression. Given two drug SMILES strings and cell line genomic features, predict the synergy score measuring deviation from expected non-interaction effect. (1) Drug 1: CN(CC1=CN=C2C(=N1)C(=NC(=N2)N)N)C3=CC=C(C=C3)C(=O)NC(CCC(=O)O)C(=O)O. Drug 2: C1=NNC2=C1C(=O)NC=N2. Cell line: UACC-257. Synergy scores: CSS=30.2, Synergy_ZIP=-0.862, Synergy_Bliss=-0.928, Synergy_Loewe=-38.9, Synergy_HSA=-0.939. (2) Drug 1: C1=CC(=C(C=C1I)F)NC2=C(C=CC(=C2F)F)C(=O)NOCC(CO)O. Drug 2: CCC1(C2=C(COC1=O)C(=O)N3CC4=CC5=C(C=CC(=C5CN(C)C)O)N=C4C3=C2)O. Cell line: HCT116. Synergy scores: CSS=64.7, Synergy_ZIP=0.651, Synergy_Bliss=0.207, Synergy_Loewe=3.10, Synergy_HSA=6.63. (3) Drug 1: CC(C)CN1C=NC2=C1C3=CC=CC=C3N=C2N. Drug 2: C1C(C(OC1N2C=NC(=NC2=O)N)CO)O. Cell line: K-562. Synergy scores: CSS=13.3, Synergy_ZIP=3.22, Synergy_Bliss=0.432, Synergy_Loewe=-14.8, Synergy_HSA=-8.26. (4) Drug 1: COC1=C2C(=CC3=C1OC=C3)C=CC(=O)O2. Drug 2: C(CCl)NC(=O)N(CCCl)N=O. Cell line: CAKI-1. Synergy scores: CSS=7.97, Synergy_ZIP=-4.35, Synergy_Bliss=-0.672, Synergy_Loewe=0.487, Synergy_HSA=1.33. (5) Synergy scores: CSS=43.8, Synergy_ZIP=1.36, Synergy_Bliss=5.33, Synergy_Loewe=1.38, Synergy_HSA=8.97. Drug 1: CC1C(C(CC(O1)OC2CC(CC3=C2C(=C4C(=C3O)C(=O)C5=C(C4=O)C(=CC=C5)OC)O)(C(=O)C)O)N)O.Cl. Cell line: HOP-92. Drug 2: C1CCC(CC1)NC(=O)N(CCCl)N=O. (6) Drug 1: COC1=C(C=C2C(=C1)N=CN=C2NC3=CC(=C(C=C3)F)Cl)OCCCN4CCOCC4. Drug 2: CCN(CC)CCNC(=O)C1=C(NC(=C1C)C=C2C3=C(C=CC(=C3)F)NC2=O)C. Cell line: SF-268. Synergy scores: CSS=6.71, Synergy_ZIP=-1.01, Synergy_Bliss=2.68, Synergy_Loewe=-3.27, Synergy_HSA=-2.74. (7) Drug 1: CCCS(=O)(=O)NC1=C(C(=C(C=C1)F)C(=O)C2=CNC3=C2C=C(C=N3)C4=CC=C(C=C4)Cl)F. Drug 2: CC12CCC3C(C1CCC2O)C(CC4=C3C=CC(=C4)O)CCCCCCCCCS(=O)CCCC(C(F)(F)F)(F)F. Cell line: HOP-92. Synergy scores: CSS=4.21, Synergy_ZIP=-2.29, Synergy_Bliss=-0.339, Synergy_Loewe=-2.09, Synergy_HSA=-1.39.